Dataset: Catalyst prediction with 721,799 reactions and 888 catalyst types from USPTO. Task: Predict which catalyst facilitates the given reaction. (1) Reactant: [O:1]([CH2:19][CH2:20][O:21][CH2:22][CH2:23][NH:24][C:25]([C:27]1([F:35])[CH2:34][CH2:33][CH2:32][CH2:31][CH2:30][C:29]#[C:28]1)=[O:26])[CH2:2][CH2:3][O:4][CH2:5][CH2:6][NH:7][C:8]([C:10]1([F:18])[CH2:17][CH2:16][CH2:15][CH2:14][CH2:13][C:12]#[C:11]1)=[O:9].[N:36]([C:39]1[CH:58]=[CH:57][C:42]([CH2:43][N:44]2[C:49](=[O:50])[C:48]([Br:51])=[C:47]([Br:52])[C:46](=[O:53])[N:45]2[CH2:54][C:55]#[CH:56])=[CH:41][CH:40]=1)=[N+:37]=[N-:38]. Product: [Br:52][C:47]1[C:46](=[O:53])[N:45]([CH2:54][C:55]#[CH:56])[N:44]([CH2:43][C:42]2[CH:41]=[CH:40][C:39]([N:36]3[C:16]4[CH2:15][CH2:14][CH2:13][CH2:12][CH2:11][C:10]([F:18])([C:8]([NH:7][CH2:6][CH2:5][O:4][CH2:3][CH2:2][O:1][CH2:19][CH2:20][O:21][CH2:22][CH2:23][NH:24][C:25]([C:27]5([F:35])[CH2:34][CH2:33][CH2:32][CH2:31][CH2:30][C:29]#[C:28]5)=[O:26])=[O:9])[C:17]=4[N:38]=[N:37]3)=[CH:58][CH:57]=2)[C:49](=[O:50])[C:48]=1[Br:51]. The catalyst class is: 2. (2) Reactant: [C:1]([O:4][C@H:5]1[C@H:10]([N:11]=[C:12]=[S:13])[C@@H:9]([O:14][C:15](=[O:17])[CH3:16])[C@H:8]([O:18][C:19](=[O:21])[CH3:20])[C@@H:7]([CH2:22][O:23][C:24](=[O:26])[CH3:25])[O:6]1)(=[O:3])[CH3:2].Cl.[CH2:28]([NH2:31])[CH2:29][CH3:30].C(N(CC)CC)C.C([O-])(O)=O.[Na+]. Product: [C:1]([O:4][C@H:5]1[C@H:10]([NH:11][C:12]([NH:31][CH2:28][CH2:29][CH3:30])=[S:13])[C@@H:9]([O:14][C:15](=[O:17])[CH3:16])[C@H:8]([O:18][C:19](=[O:21])[CH3:20])[C@@H:7]([CH2:22][O:23][C:24](=[O:26])[CH3:25])[O:6]1)(=[O:3])[CH3:2]. The catalyst class is: 23. (3) Reactant: [CH3:1][O:2][C:3](=[O:13])[C:4]1[CH:9]=[C:8]([Br:10])[C:7]([OH:11])=[CH:6][C:5]=1[OH:12].C([O-])([O-])=O.[Cs+].[Cs+].[CH2:20](Br)[C:21]1[CH:26]=[CH:25][CH:24]=[CH:23][CH:22]=1. Product: [CH3:1][O:2][C:3](=[O:13])[C:4]1[CH:9]=[C:8]([Br:10])[C:7]([O:11][CH2:20][C:21]2[CH:26]=[CH:25][CH:24]=[CH:23][CH:22]=2)=[CH:6][C:5]=1[OH:12]. The catalyst class is: 31. (4) Reactant: I[C:2]1[CH:7]=[C:6]([S:8]([F:13])([F:12])([F:11])([F:10])[F:9])[CH:5]=[CH:4][C:3]=1[C:14]#[N:15].[Cu](C#N)[C:17]#[N:18].O.N. The catalyst class is: 9. Product: [F:9][S:8]([F:13])([F:12])([F:11])([F:10])[C:6]1[CH:7]=[C:2]([C:17]#[N:18])[C:3](=[CH:4][CH:5]=1)[C:14]#[N:15]. (5) Reactant: [Li]OC(C)=O.O.O.[Cl:8][C:9]1[CH:10]=[CH:11][C:12]2[O:17][CH2:16][C:15](C(O)=O)=[CH:14][C:13]=2[CH:21]=1.C1C(=O)N([Br:29])C(=O)C1. Product: [Br:29][C:15]1[CH2:16][O:17][C:12]2[C:13]([CH:14]=1)=[CH:21][C:9]([Cl:8])=[CH:10][CH:11]=2. The catalyst class is: 144. (6) Reactant: NC1[CH:3]=[CH:4][C:5]([Cl:11])=[C:6]([CH:10]=1)[C:7]([OH:9])=O.C[N:13]([CH:15]=[O:16])[CH3:14].ClC(O[CH2:21][CH:22]([CH3:24])[CH3:23])=O.[BH4-].[Na+].C1C[O:30]CC1. Product: [Cl:11][C:5]1[CH:4]=[CH:3][C:14]([NH:13][C:15]([O:16][C:22]([CH3:24])([CH3:23])[CH3:21])=[O:30])=[CH:10][C:6]=1[CH2:7][OH:9]. The catalyst class is: 6. (7) Reactant: [NH2:1][C:2]1[CH:6]=[C:5]([C:7]2[CH:12]=[CH:11][CH:10]=[CH:9][CH:8]=2)[S:4][C:3]=1[C:13]#[N:14].C([OH:17])C. Product: [NH2:1][C:2]1[CH:6]=[C:5]([C:7]2[CH:12]=[CH:11][CH:10]=[CH:9][CH:8]=2)[S:4][C:3]=1[C:13]([NH2:14])=[O:17]. The catalyst class is: 74. (8) Reactant: [OH:1][C:2]1[CH:7]=[CH:6][N:5]=[CH:4][CH:3]=1.C(C=P(CCCC)(CCCC)CCCC)#N.[F:24][C@@H:25]([CH3:28])[CH2:26]O.Cl. Product: [F:24][C@@H:25]([CH3:28])[CH2:26][O:1][C:2]1[CH:7]=[CH:6][N:5]=[CH:4][CH:3]=1. The catalyst class is: 133. (9) Reactant: [Cl:1][C:2]1[CH:7]=[CH:6][C:5]([C@@:8]2([OH:16])[CH2:13][CH2:12][NH:11][CH2:10][C:9]2([CH3:15])[CH3:14])=[CH:4][CH:3]=1.[C:17]([O:21][C:22]([NH:24][C:25]([CH3:31])([CH3:30])[CH2:26][C:27](O)=[O:28])=[O:23])([CH3:20])([CH3:19])[CH3:18].C1C=CC2N(O)N=NC=2C=1.CCN(C(C)C)C(C)C.C(Cl)CCl. Product: [Cl:1][C:2]1[CH:7]=[CH:6][C:5]([C@@:8]2([OH:16])[CH2:13][CH2:12][N:11]([C:27](=[O:28])[CH2:26][C:25]([NH:24][C:22](=[O:23])[O:21][C:17]([CH3:20])([CH3:19])[CH3:18])([CH3:31])[CH3:30])[CH2:10][C:9]2([CH3:14])[CH3:15])=[CH:4][CH:3]=1. The catalyst class is: 2.